Dataset: Full USPTO retrosynthesis dataset with 1.9M reactions from patents (1976-2016). Task: Predict the reactants needed to synthesize the given product. (1) Given the product [CH:51]1([NH:50][C:49](=[O:54])[C:47]2[CH:48]=[C:43]([C:24]3[CH:25]=[C:26]4[C:21](=[CH:22][CH:23]=3)[C:20](=[O:57])[N:19]([CH2:18][C:17]([CH3:59])([CH3:58])[CH2:16][OH:15])[CH:28]=[C:27]4[S:29][CH:30]3[CH2:31][CH2:32][NH:33][CH2:34][CH2:35]3)[C:44]([CH3:56])=[C:45]([F:55])[CH:46]=2)[CH2:52][CH2:53]1, predict the reactants needed to synthesize it. The reactants are: FC(F)(F)C(O)=O.[Si]([O:15][CH2:16][C:17]([CH3:59])([CH3:58])[CH2:18][N:19]1[CH:28]=[C:27]([S:29][CH:30]2[CH2:35][CH2:34][N:33](C(OC(C)(C)C)=O)[CH2:32][CH2:31]2)[C:26]2[C:21](=[CH:22][CH:23]=[C:24]([C:43]3[CH:48]=[C:47]([C:49](=[O:54])[NH:50][CH:51]4[CH2:53][CH2:52]4)[CH:46]=[C:45]([F:55])[C:44]=3[CH3:56])[CH:25]=2)[C:20]1=[O:57])(C(C)(C)C)(C)C.C1(C)C=CC=CC=1.C(OCC)C. (2) Given the product [Cl:18][C:10]1[N:9]=[C:8]([C:5]2[CH:6]=[CH:7][C:2]([Cl:1])=[CH:3][CH:4]=2)[CH:13]=[C:12]([CH3:14])[N:11]=1, predict the reactants needed to synthesize it. The reactants are: [Cl:1][C:2]1[CH:7]=[CH:6][C:5]([C:8]2[CH:13]=[C:12]([CH3:14])[NH:11][C:10](=O)[N:9]=2)=[CH:4][CH:3]=1.P(Cl)(Cl)([Cl:18])=O. (3) Given the product [C:1]1([C:11]2[CH:16]=[CH:15][CH:14]=[CH:13][CH:12]=2)[CH:6]=[CH:5][C:4]([S:7]([N:17]2[CH2:18][CH2:19][CH:20]([C:23]3[NH:24][C:25]4[CH:31]=[CH:30][CH:29]=[CH:28][C:26]=4[N:27]=3)[CH2:21][CH2:22]2)(=[O:9])=[O:8])=[CH:3][CH:2]=1, predict the reactants needed to synthesize it. The reactants are: [C:1]1([C:11]2[CH:16]=[CH:15][CH:14]=[CH:13][CH:12]=2)[CH:6]=[CH:5][C:4]([S:7](Cl)(=[O:9])=[O:8])=[CH:3][CH:2]=1.[NH:17]1[CH2:22][CH2:21][CH:20]([C:23]2[NH:27][C:26]3[CH:28]=[CH:29][CH:30]=[CH:31][C:25]=3[N:24]=2)[CH2:19][CH2:18]1.C(N(CC)C(C)C)(C)C.